This data is from Forward reaction prediction with 1.9M reactions from USPTO patents (1976-2016). The task is: Predict the product of the given reaction. (1) Given the reactants [CH3:1][O:2][C:3](=[O:31])[C:4]([C:16]1[CH:21]=[CH:20][C:19]([O:22][C:23]2[CH:28]=[CH:27][C:26]([CH:29]=O)=[CH:25][CH:24]=2)=[CH:18][CH:17]=1)=[CH:5][C:6]1[CH:11]=[C:10]([O:12][CH3:13])[CH:9]=[C:8]([O:14][CH3:15])[CH:7]=1.[S:32]1[CH2:36][C:35](=[O:37])[NH:34][C:33]1=[O:38].C(O)(=O)C1C=CC=CC=1.N1CCCCC1, predict the reaction product. The product is: [CH3:1][O:2][C:3](=[O:31])[C:4]([C:16]1[CH:21]=[CH:20][C:19]([O:22][C:23]2[CH:28]=[CH:27][C:26]([CH:29]=[C:36]3[S:32][C:33](=[O:38])[NH:34][C:35]3=[O:37])=[CH:25][CH:24]=2)=[CH:18][CH:17]=1)=[CH:5][C:6]1[CH:7]=[C:8]([O:14][CH3:15])[CH:9]=[C:10]([O:12][CH3:13])[CH:11]=1. (2) Given the reactants Cl.[C:2]1([NH:8][S:9]([C:12]2[CH:17]=[CH:16][C:15]([NH:18]C(=O)C)=[CH:14][CH:13]=2)(=[O:11])=[O:10])[CH:7]=[CH:6][CH:5]=[CH:4][CH:3]=1, predict the reaction product. The product is: [NH2:18][C:15]1[CH:16]=[CH:17][C:12]([S:9]([NH:8][C:2]2[CH:7]=[CH:6][CH:5]=[CH:4][CH:3]=2)(=[O:11])=[O:10])=[CH:13][CH:14]=1. (3) Given the reactants [C:1]1(=[C:8]([C:22]2[CH:27]=[CH:26][C:25]([OH:28])=[CH:24][CH:23]=2)[C:9]2[CH:14]=[CH:13][C:12]([O:15][CH2:16][C:17](OCC)=[O:18])=[CH:11][CH:10]=2)[CH2:7][CH2:6][CH2:5][CH2:4][CH2:3][CH2:2]1.[H-].[H-].[H-].[H-].[Li+].[Al+3], predict the reaction product. The product is: [C:1]1(=[C:8]([C:9]2[CH:14]=[CH:13][C:12]([O:15][CH2:16][CH2:17][OH:18])=[CH:11][CH:10]=2)[C:22]2[CH:27]=[CH:26][C:25]([OH:28])=[CH:24][CH:23]=2)[CH2:2][CH2:3][CH2:4][CH2:5][CH2:6][CH2:7]1. (4) Given the reactants [Cl:1][C:2]1[CH:10]=[CH:9][C:5]([C:6]([OH:8])=O)=[CH:4][C:3]=1[C:11]([F:14])([F:13])[F:12].C1N=CN(C(N2C=NC=C2)=O)C=1.[C:27]([C:29]1[C:30]([C:43]([F:46])([F:45])[F:44])=[C:31]2[C:35](=[CH:36][CH:37]=1)[N:34]([CH2:38][C:39](=[NH:42])[NH:40]O)[CH:33]=[CH:32]2)#[N:28], predict the reaction product. The product is: [Cl:1][C:2]1[CH:10]=[CH:9][C:5]([C:6]2[O:8][N:42]=[C:39]([CH2:38][N:34]3[C:35]4[C:31](=[C:30]([C:43]([F:46])([F:44])[F:45])[C:29]([C:27]#[N:28])=[CH:37][CH:36]=4)[CH:32]=[CH:33]3)[N:40]=2)=[CH:4][C:3]=1[C:11]([F:14])([F:13])[F:12]. (5) Given the reactants [NH2:1][C:2]1[CH:7]=[C:6]([CH2:8][S:9][C:10]2[C:15]([C:16]([N:18]([CH2:27][C:28]([O:30]C(C)(C)C)=[O:29])[C:19]3[CH:24]=[C:23]([CH3:25])[CH:22]=[C:21]([CH3:26])[CH:20]=3)=[O:17])=[CH:14][CH:13]=[CH:12][N:11]=2)[CH:5]=[CH:4][N:3]=1.[ClH:35], predict the reaction product. The product is: [ClH:35].[NH2:1][C:2]1[CH:7]=[C:6]([CH2:8][S:9][C:10]2[C:15]([C:16]([N:18]([CH2:27][C:28]([OH:30])=[O:29])[C:19]3[CH:20]=[C:21]([CH3:26])[CH:22]=[C:23]([CH3:25])[CH:24]=3)=[O:17])=[CH:14][CH:13]=[CH:12][N:11]=2)[CH:5]=[CH:4][N:3]=1.